From a dataset of Catalyst prediction with 721,799 reactions and 888 catalyst types from USPTO. Predict which catalyst facilitates the given reaction. Reactant: C(=O)([O-])[O-].[K+].[K+].[CH2:7](Br)[C:8]1[CH:13]=[CH:12][CH:11]=[CH:10][CH:9]=1.[CH:15]1([C:22]([OH:24])=[O:23])[CH2:18][CH:17]([C:19]([OH:21])=[O:20])[CH2:16]1.O. Product: [C@H:15]1([C:22]([O:24][CH2:7][C:8]2[CH:13]=[CH:12][CH:11]=[CH:10][CH:9]=2)=[O:23])[CH2:18][C@@H:17]([C:19]([O:21][CH2:7][C:8]2[CH:13]=[CH:12][CH:11]=[CH:10][CH:9]=2)=[O:20])[CH2:16]1.[C@H:15]1([C:22]([O:24][CH2:7][C:8]2[CH:13]=[CH:12][CH:11]=[CH:10][CH:9]=2)=[O:23])[CH2:18][C@H:17]([C:19]([O:21][CH2:7][C:8]2[CH:13]=[CH:12][CH:11]=[CH:10][CH:9]=2)=[O:20])[CH2:16]1. The catalyst class is: 3.